From a dataset of Catalyst prediction with 721,799 reactions and 888 catalyst types from USPTO. Predict which catalyst facilitates the given reaction. Reactant: [S:1]1[C:9]2[CH:8]=[CH:7][N:6]=[CH:5][C:4]=2[CH:3]=[CH:2]1.C(#N)C.C(=O)=O.C([Li])CCC.CON(C)[C:24](=[O:27])[CH2:25][CH3:26]. Product: [S:1]1[C:9]2[CH:8]=[CH:7][N:6]=[CH:5][C:4]=2[CH:3]=[C:2]1[C:24](=[O:27])[CH2:25][CH3:26]. The catalyst class is: 7.